This data is from Reaction yield outcomes from USPTO patents with 853,638 reactions. The task is: Predict the reaction yield, written as a fraction of the theoretical maximum amount of product (1.0 means a 100% yield; for example, 0.34 means a 34% yield). The reactants are [NH2:1][C:2]1[CH:7]=[C:6]([O:8][CH3:9])[N:5]=[CH:4][N:3]=1.C(N(CC)CC)C.[Cl-].ClC1N(C)CC[NH+]1C.[CH3:26][O:27][C:28]1[C:29](=[O:52])[C:30]([CH3:51])=[C:31]([CH2:37][C:38]2[CH:39]=[CH:40][C:41]([O:47][C:48](=[O:50])[CH3:49])=[C:42]([CH:46]=2)[C:43](O)=[O:44])[C:32](=[O:36])[C:33]=1[O:34][CH3:35]. The catalyst is C(Cl)Cl. The product is [CH3:9][O:8][C:6]1[N:5]=[CH:4][N:3]=[C:2]([NH:1][C:43](=[O:44])[C:42]2[CH:46]=[C:38]([CH2:37][C:31]3[C:32](=[O:36])[C:33]([O:34][CH3:35])=[C:28]([O:27][CH3:26])[C:29](=[O:52])[C:30]=3[CH3:51])[CH:39]=[CH:40][C:41]=2[O:47][C:48](=[O:50])[CH3:49])[CH:7]=1. The yield is 0.470.